Dataset: Forward reaction prediction with 1.9M reactions from USPTO patents (1976-2016). Task: Predict the product of the given reaction. (1) Given the reactants Cl[C:2]1[N:7]=[C:6]([N:8]2[CH2:13][CH2:12][O:11][CH2:10][CH2:9]2)[N:5]=[C:4]([N:14]2[CH2:19][CH2:18][O:17][CH2:16][CH2:15]2)[N:3]=1.[NH2:20][C:21]1[CH:26]=[CH:25][C:24](B2OC(C)(C)C(C)(C)O2)=[CH:23][N:22]=1, predict the reaction product. The product is: [O:17]1[CH2:18][CH2:19][N:14]([C:4]2[N:5]=[C:6]([N:8]3[CH2:13][CH2:12][O:11][CH2:10][CH2:9]3)[N:7]=[C:2]([C:24]3[CH:25]=[CH:26][C:21]([NH2:20])=[N:22][CH:23]=3)[N:3]=2)[CH2:15][CH2:16]1. (2) Given the reactants [Cl:1][C:2]1[CH:7]=[CH:6][C:5]([OH:8])=[CH:4][C:3]=1[C:9]1[C:18]2[C:13](=[C:14]([C:19]([F:22])([F:21])[F:20])[CH:15]=[CH:16][CH:17]=2)[N:12]=[CH:11][N:10]=1.Br[C:24]1[CH:25]=[C:26]([S:30]([N:33]([CH2:35][C:36]2[CH:41]=[CH:40][C:39]([O:42][CH3:43])=[CH:38][CH:37]=2)[CH3:34])(=[O:32])=[O:31])[CH:27]=[CH:28][CH:29]=1, predict the reaction product. The product is: [Cl:1][C:2]1[CH:7]=[CH:6][C:5]([O:8][C:25]2[CH:24]=[CH:29][CH:28]=[CH:27][C:26]=2[S:30]([N:33]([CH2:35][C:36]2[CH:37]=[CH:38][C:39]([O:42][CH3:43])=[CH:40][CH:41]=2)[CH3:34])(=[O:31])=[O:32])=[CH:4][C:3]=1[C:9]1[C:18]2[C:13](=[C:14]([C:19]([F:20])([F:22])[F:21])[CH:15]=[CH:16][CH:17]=2)[N:12]=[CH:11][N:10]=1.